Regression. Given two drug SMILES strings and cell line genomic features, predict the synergy score measuring deviation from expected non-interaction effect. From a dataset of NCI-60 drug combinations with 297,098 pairs across 59 cell lines. (1) Drug 1: C1=NC2=C(N1)C(=S)N=C(N2)N. Drug 2: CS(=O)(=O)CCNCC1=CC=C(O1)C2=CC3=C(C=C2)N=CN=C3NC4=CC(=C(C=C4)OCC5=CC(=CC=C5)F)Cl. Cell line: HCC-2998. Synergy scores: CSS=22.7, Synergy_ZIP=-0.368, Synergy_Bliss=-0.518, Synergy_Loewe=-18.3, Synergy_HSA=-2.06. (2) Drug 1: CC1OCC2C(O1)C(C(C(O2)OC3C4COC(=O)C4C(C5=CC6=C(C=C35)OCO6)C7=CC(=C(C(=C7)OC)O)OC)O)O. Drug 2: CC1C(C(CC(O1)OC2CC(CC3=C2C(=C4C(=C3O)C(=O)C5=C(C4=O)C(=CC=C5)OC)O)(C(=O)C)O)N)O.Cl. Cell line: OVCAR3. Synergy scores: CSS=46.9, Synergy_ZIP=-0.434, Synergy_Bliss=5.61, Synergy_Loewe=7.45, Synergy_HSA=7.92.